This data is from Forward reaction prediction with 1.9M reactions from USPTO patents (1976-2016). The task is: Predict the product of the given reaction. (1) Given the reactants [Cl:1][C:2]1[CH:27]=[CH:26][C:5]([CH2:6][O:7][C:8]2[CH:13]=[CH:12][C:11]([CH:14]([C:16]3[C:24]4[C:19](=[N:20][CH:21]=[CH:22][CH:23]=4)[NH:18][CH:17]=3)[OH:15])=[CH:10][C:9]=2[F:25])=[CH:4][CH:3]=1.CC(OI1(OC(C)=O)(OC(C)=O)OC(=O)C2C=CC=CC1=2)=O, predict the reaction product. The product is: [Cl:1][C:2]1[CH:3]=[CH:4][C:5]([CH2:6][O:7][C:8]2[CH:13]=[CH:12][C:11]([C:14]([C:16]3[C:24]4[C:19](=[N:20][CH:21]=[CH:22][CH:23]=4)[NH:18][CH:17]=3)=[O:15])=[CH:10][C:9]=2[F:25])=[CH:26][CH:27]=1. (2) Given the reactants [Br:1][C:2]1[S:3][CH:4]=[CH:5][C:6]=1[CH3:7].[Li+].CC([N-]C(C)C)C.CN([CH:19]=[O:20])C.O, predict the reaction product. The product is: [Br:1][C:2]1[S:3][C:4]([CH:19]=[O:20])=[CH:5][C:6]=1[CH3:7]. (3) Given the reactants [C:1]([C:3]1[C:4]([C:18]2[CH:23]=[CH:22][C:21]([CH3:24])=[CH:20][CH:19]=2)=[C:5]([C:14]([O:16]C)=[O:15])[S:6][C:7]=1[N:8]1[CH2:13][CH2:12][O:11][CH2:10][CH2:9]1)#[N:2].[OH-].[Na+], predict the reaction product. The product is: [C:1]([C:3]1[C:4]([C:18]2[CH:23]=[CH:22][C:21]([CH3:24])=[CH:20][CH:19]=2)=[C:5]([C:14]([OH:16])=[O:15])[S:6][C:7]=1[N:8]1[CH2:13][CH2:12][O:11][CH2:10][CH2:9]1)#[N:2]. (4) Given the reactants Br.[CH3:2][C:3]1[N:4]=[CH:5][N:6]([C:8]2[C:13](=[O:14])[NH:12][C:11]([C:15]([OH:17])=O)=[CH:10][CH:9]=2)[CH:7]=1.[Br:18][C:19]1[CH:20]=[C:21]([CH:27]=[CH:28][CH:29]=1)[CH2:22][NH:23][CH2:24][CH2:25]O.F[P-](F)(F)(F)(F)F.N1(OC(N(C)C)=[N+](C)C)C2N=CC=CC=2N=N1.C(N(CC)C(C)C)(C)C, predict the reaction product. The product is: [Br:18][C:19]1[CH:20]=[C:21]([CH:27]=[CH:28][CH:29]=1)[CH2:22][N:23]1[CH2:24][CH2:25][N:12]2[C:13](=[O:14])[C:8]([N:6]3[CH:7]=[C:3]([CH3:2])[N:4]=[CH:5]3)=[CH:9][CH:10]=[C:11]2[C:15]1=[O:17]. (5) Given the reactants F[C:2]1[C:21](F)=[CH:20][C:19]([I:23])=[CH:18][C:3]=1[C:4]([C:6](=[CH:12][NH:13][N:14]([CH:16]=[O:17])[CH3:15])[C:7]([O:9]CC)=[O:8])=[O:5].[OH-].[K+].C, predict the reaction product. The product is: [I:23][C:19]1[CH:18]=[C:3]2[C:2]3=[C:21]([O:17][CH2:16][N:14]([CH3:15])[N:13]3[CH:12]=[C:6]([C:7]([OH:9])=[O:8])[C:4]2=[O:5])[CH:20]=1.